Dataset: Full USPTO retrosynthesis dataset with 1.9M reactions from patents (1976-2016). Task: Predict the reactants needed to synthesize the given product. Given the product [Si:1]([O:8][C@H:9]1[CH2:18][C:17]([CH3:19])([CH3:20])[CH2:16][C:15]2[N:14]=[C:13]([CH:21]([CH3:22])[CH3:23])[C:12]([CH:24]([C:28]3[CH:29]=[CH:30][C:31]([C:34]4([CH3:38])[CH2:35][O:36][CH2:37]4)=[CH:32][CH:33]=3)[OH:25])=[C:11]([I:26])[C:10]1=2)([C:4]([CH3:5])([CH3:6])[CH3:7])([CH3:3])[CH3:2], predict the reactants needed to synthesize it. The reactants are: [Si:1]([O:8][C@H:9]1[CH2:18][C:17]([CH3:20])([CH3:19])[CH2:16][C:15]2[N:14]=[C:13]([CH:21]([CH3:23])[CH3:22])[C:12]([CH:24]=[O:25])=[C:11]([I:26])[C:10]1=2)([C:4]([CH3:7])([CH3:6])[CH3:5])([CH3:3])[CH3:2].I[C:28]1[CH:33]=[CH:32][C:31]([C:34]2([CH3:38])[CH2:37][O:36][CH2:35]2)=[CH:30][CH:29]=1.